Task: Regression. Given a peptide amino acid sequence and an MHC pseudo amino acid sequence, predict their binding affinity value. This is MHC class I binding data.. Dataset: Peptide-MHC class I binding affinity with 185,985 pairs from IEDB/IMGT (1) The peptide sequence is APTLHRLGI. The MHC is HLA-A01:01 with pseudo-sequence HLA-A01:01. The binding affinity (normalized) is 0.0847. (2) The peptide sequence is AVFLSYIGY. The MHC is HLA-A68:02 with pseudo-sequence HLA-A68:02. The binding affinity (normalized) is 0.259. (3) The peptide sequence is SIENKHQRR. The MHC is HLA-A68:01 with pseudo-sequence HLA-A68:01. The binding affinity (normalized) is 0.405. (4) The peptide sequence is DVAASSLLY. The MHC is HLA-A33:01 with pseudo-sequence HLA-A33:01. The binding affinity (normalized) is 0.0475. (5) The peptide sequence is YAKSKRMAE. The MHC is HLA-B08:01 with pseudo-sequence HLA-B08:01. The binding affinity (normalized) is 0.682. (6) The peptide sequence is LMSIVSSLH. The MHC is HLA-B07:02 with pseudo-sequence HLA-B07:02. The binding affinity (normalized) is 0.276. (7) The peptide sequence is YIRRNMINKL. The MHC is HLA-A02:03 with pseudo-sequence HLA-A02:03. The binding affinity (normalized) is 0.608. (8) The peptide sequence is ALKKLIIDR. The MHC is HLA-A02:01 with pseudo-sequence HLA-A02:01. The binding affinity (normalized) is 0.